This data is from Forward reaction prediction with 1.9M reactions from USPTO patents (1976-2016). The task is: Predict the product of the given reaction. Given the reactants [CH3:1][S:2](Cl)(=[O:4])=[O:3].N1C=CC=CC=1.Cl.[NH2:13][C:14]1[CH:19]=[CH:18][C:17]([NH:20][C:21]([C:23]2[N:24]([CH2:39][C:40]3[CH:45]=[CH:44][CH:43]=[CH:42][C:41]=3[F:46])[C:25]3[C:30]([CH:31]=2)=[CH:29][C:28]([NH:32][CH2:33][CH2:34][C:35]([CH3:38])([CH3:37])[CH3:36])=[CH:27][CH:26]=3)=[O:22])=[CH:16][CH:15]=1.Cl, predict the reaction product. The product is: [CH3:36][C:35]([CH3:38])([CH3:37])[CH2:34][CH2:33][NH:32][C:28]1[CH:29]=[C:30]2[C:25](=[CH:26][CH:27]=1)[N:24]([CH2:39][C:40]1[CH:45]=[CH:44][CH:43]=[CH:42][C:41]=1[F:46])[C:23]([C:21]([NH:20][C:17]1[CH:18]=[CH:19][C:14]([NH:13][S:2]([CH3:1])(=[O:4])=[O:3])=[CH:15][CH:16]=1)=[O:22])=[CH:31]2.